From a dataset of Catalyst prediction with 721,799 reactions and 888 catalyst types from USPTO. Predict which catalyst facilitates the given reaction. (1) Reactant: COC[N:4]1[C:9]2[CH:10]=[C:11]([C:14]3[S:15][CH2:16][CH:17](O)[N:18]=3)[CH:12]=[CH:13][C:8]=2[S:7][C:6]2[N:20]=[CH:21][CH:22]=[N:23][C:5]1=2.N1C=CC=CC=1.FC(F)(F)C(OC(=O)C(F)(F)F)=O.C(=O)(O)[O-].[Na+]. Product: [S:15]1[CH:16]=[CH:17][N:18]=[C:14]1[C:11]1[CH:12]=[CH:13][C:8]2[S:7][C:6]3[N:20]=[CH:21][CH:22]=[N:23][C:5]=3[NH:4][C:9]=2[CH:10]=1. The catalyst class is: 843. (2) Reactant: [NH2:1][C:2]1[C:3]([NH:20][C:21]2[CH:25]=[C:24]([CH:26]3[CH2:28][CH2:27]3)[NH:23][N:22]=2)=[N:4][C:5]([NH:9][C@H:10]([C:13]2[CH:18]=[CH:17][C:16]([F:19])=[CH:15][CH:14]=2)[CH2:11][OH:12])=[N:6][C:7]=1[CH3:8].[N:29]([O-])=O.[Na+].O. Product: [CH:26]1([C:24]2[NH:23][N:22]=[C:21]([N:20]3[C:3]4[N:4]=[C:5]([NH:9][C@H:10]([C:13]5[CH:18]=[CH:17][C:16]([F:19])=[CH:15][CH:14]=5)[CH2:11][OH:12])[N:6]=[C:7]([CH3:8])[C:2]=4[N:1]=[N:29]3)[CH:25]=2)[CH2:28][CH2:27]1. The catalyst class is: 15. (3) Reactant: [OH:1][CH:2]([C:5]1[CH:6]=[CH:7][C:8]2[N:12]=[CH:11][N:10]([C:13]3[S:17][C:16]([C:18]([O:20][CH3:21])=[O:19])=[C:15]([O:22][C@@H:23]([C:25]4[CH:30]=[CH:29][CH:28]=[CH:27][C:26]=4[C:31]([F:34])([F:33])[F:32])[CH3:24])[CH:14]=3)[C:9]=2[CH:35]=1)CO.C1(C)C=CC(S([O-])(=O)=O)=CC=1.[NH+]1C=CC=CC=1.C([O-])(O)=O.[Na+]. Product: [CH:2]([C:5]1[CH:6]=[CH:7][C:8]2[N:12]=[CH:11][N:10]([C:13]3[S:17][C:16]([C:18]([O:20][CH3:21])=[O:19])=[C:15]([O:22][C@@H:23]([C:25]4[CH:30]=[CH:29][CH:28]=[CH:27][C:26]=4[C:31]([F:32])([F:33])[F:34])[CH3:24])[CH:14]=3)[C:9]=2[CH:35]=1)=[O:1]. The catalyst class is: 95.